This data is from Full USPTO retrosynthesis dataset with 1.9M reactions from patents (1976-2016). The task is: Predict the reactants needed to synthesize the given product. (1) Given the product [N+:15]([C:12]1[CH:11]=[CH:10][C:9]([C:1]2[CH:2]=[CH:3][C:4]([CH:7]=[O:8])=[CH:5][CH:6]=2)=[CH:14][CH:13]=1)([O-:17])=[O:16], predict the reactants needed to synthesize it. The reactants are: [C:1]1([C:9]2[CH:14]=[CH:13][CH:12]=[CH:11][CH:10]=2)[CH:6]=[CH:5][C:4]([CH:7]=[O:8])=[CH:3][CH:2]=1.[N+:15]([O-])([O-:17])=[O:16].[K+]. (2) Given the product [F:1][C:2]1[CH:3]=[CH:4][C:5]([C:8]2[N:9]=[C:10]([CH2:13][CH2:14][NH:15][C:26](=[O:27])[C:25]3[CH:29]=[CH:30][CH:31]=[C:23]([C:20]4[N:19]=[C:18]([C:17]([F:33])([F:32])[F:16])[O:22][N:21]=4)[CH:24]=3)[S:11][CH:12]=2)=[CH:6][CH:7]=1, predict the reactants needed to synthesize it. The reactants are: [F:1][C:2]1[CH:7]=[CH:6][C:5]([C:8]2[N:9]=[C:10]([CH2:13][CH2:14][NH2:15])[S:11][CH:12]=2)=[CH:4][CH:3]=1.[F:16][C:17]([F:33])([F:32])[C:18]1[O:22][N:21]=[C:20]([C:23]2[CH:24]=[C:25]([CH:29]=[CH:30][CH:31]=2)[C:26](O)=[O:27])[N:19]=1.